From a dataset of Full USPTO retrosynthesis dataset with 1.9M reactions from patents (1976-2016). Predict the reactants needed to synthesize the given product. (1) Given the product [Cl:18][C:13]([C:7]1[N:8]([CH2:11][CH3:12])[N:9]=[CH:10][C:6]=1[C:4]([O:3][CH2:1][CH3:2])=[O:5])=[O:15], predict the reactants needed to synthesize it. The reactants are: [CH2:1]([O:3][C:4]([C:6]1[CH:10]=[N:9][N:8]([CH2:11][CH3:12])[C:7]=1[C:13]([OH:15])=O)=[O:5])[CH3:2].S(Cl)([Cl:18])=O. (2) Given the product [CH2:58]([O:57][CH2:56][C@@H:55]([C@H:52]1[CH2:53][CH2:54][NH:50][CH2:51]1)[O:8][C:5]1[CH:6]=[CH:7][C:2]([Cl:1])=[CH:3][C:4]=1[CH3:9])[C:59]1[CH:64]=[CH:63][CH:62]=[CH:61][CH:60]=1, predict the reactants needed to synthesize it. The reactants are: [Cl:1][C:2]1[CH:7]=[CH:6][C:5]([OH:8])=[C:4]([CH3:9])[CH:3]=1.C1C=CC(P(C2C=CC=CC=2)C2C=CC=CC=2)=CC=1.CC(OC(/N=N/C(OC(C)C)=O)=O)C.C(OC([N:50]1[CH2:54][CH2:53][C@H:52]([C@H:55](O)[CH2:56][O:57][CH2:58][C:59]2[CH:64]=[CH:63][CH:62]=[CH:61][CH:60]=2)[CH2:51]1)=O)(C)(C)C. (3) Given the product [C:6]([O:10][C:11](=[O:26])[NH:12][C:13]([CH3:25])([CH3:24])[CH2:14][N:15]([C:3](=[O:4])[CH2:2][Br:1])[C:16]1[CH:21]=[CH:20][CH:19]=[C:18]([F:22])[C:17]=1[CH3:23])([CH3:9])([CH3:8])[CH3:7], predict the reactants needed to synthesize it. The reactants are: [Br:1][CH2:2][C:3](Br)=[O:4].[C:6]([O:10][C:11](=[O:26])[NH:12][C:13]([CH3:25])([CH3:24])[CH2:14][NH:15][C:16]1[CH:21]=[CH:20][CH:19]=[C:18]([F:22])[C:17]=1[CH3:23])([CH3:9])([CH3:8])[CH3:7].C(=O)(O)[O-].[Na+]. (4) Given the product [F:12][C:4]1[C:5]([O:10][CH3:11])=[CH:6][C:7]([O:8][CH3:9])=[C:2]([F:1])[C:3]=1[N:13]1[CH2:22][C:21]2[CH:20]=[N:19][C:18]3[N:23]([S:37]([C:31]4[CH:36]=[CH:35][CH:34]=[CH:33][CH:32]=4)(=[O:39])=[O:38])[CH:24]=[CH:25][C:17]=3[C:16]=2[C:15]([CH3:26])([CH3:27])[C:14]1=[O:28], predict the reactants needed to synthesize it. The reactants are: [F:1][C:2]1[C:7]([O:8][CH3:9])=[CH:6][C:5]([O:10][CH3:11])=[C:4]([F:12])[C:3]=1[N:13]1[CH2:22][C:21]2[CH:20]=[N:19][C:18]3[NH:23][CH:24]=[CH:25][C:17]=3[C:16]=2[C:15]([CH3:27])([CH3:26])[C:14]1=[O:28].[H-].[Na+].[C:31]1([S:37](Cl)(=[O:39])=[O:38])[CH:36]=[CH:35][CH:34]=[CH:33][CH:32]=1. (5) Given the product [F:33][C:32]1[C:27]2[N:26]([CH:34]([CH3:37])[CH2:35][OH:36])[CH:25]=[C:24]([C:22]([C:18]3[CH:17]=[C:16]([NH:15][C:10](=[O:12])[CH2:9][C:5]4[CH:6]=[CH:7][CH:8]=[C:3]([C:2]([F:1])([F:14])[F:13])[CH:4]=4)[CH:21]=[N:20][CH:19]=3)=[O:23])[C:28]=2[CH:29]=[N:30][CH:31]=1, predict the reactants needed to synthesize it. The reactants are: [F:1][C:2]([F:14])([F:13])[C:3]1[CH:4]=[C:5]([CH2:9][C:10]([OH:12])=O)[CH:6]=[CH:7][CH:8]=1.[NH2:15][C:16]1[CH:17]=[C:18]([C:22]([C:24]2[C:28]3[CH:29]=[N:30][CH:31]=[C:32]([F:33])[C:27]=3[N:26]([CH:34]([CH3:37])[CH2:35][OH:36])[CH:25]=2)=[O:23])[CH:19]=[N:20][CH:21]=1. (6) Given the product [CH2:22]([C:24]1[CH:29]=[CH:28][C:27]([C:30]2[CH:35]=[CH:34][C:33]([C:2]3[CH:7]=[C:6]([F:8])[CH:5]=[C:4]([C:9]([NH:11][C:12]4[O:13][C:14]([C:17]5[O:18][CH:19]=[CH:20][CH:21]=5)=[N:15][N:16]=4)=[O:10])[CH:3]=3)=[CH:32][CH:31]=2)=[CH:26][CH:25]=1)[CH3:23], predict the reactants needed to synthesize it. The reactants are: Br[C:2]1[CH:3]=[C:4]([C:9]([NH:11][C:12]2[O:13][C:14]([C:17]3[O:18][CH:19]=[CH:20][CH:21]=3)=[N:15][N:16]=2)=[O:10])[CH:5]=[C:6]([F:8])[CH:7]=1.[CH2:22]([C:24]1[CH:29]=[CH:28][C:27]([C:30]2[CH:35]=[CH:34][C:33](B(O)O)=[CH:32][CH:31]=2)=[CH:26][CH:25]=1)[CH3:23]. (7) Given the product [CH2:25]([N:5]1[C:6](=[O:18])[C:7]2[C:8](=[N:9][C:10]3[C:15]([CH:16]=2)=[CH:14][CH:13]=[CH:12][CH:11]=3)[N:17]=[C:4]1[CH2:1][CH2:2][CH3:3])[C:26]1[CH:31]=[CH:30][CH:29]=[CH:28][CH:27]=1, predict the reactants needed to synthesize it. The reactants are: [CH2:1]([C:4]1[NH:5][C:6](=[O:18])[C:7]2[C:8]([N:17]=1)=[N:9][C:10]1[C:15]([CH:16]=2)=[CH:14][CH:13]=[CH:12][CH:11]=1)[CH2:2][CH3:3].C([O-])([O-])=O.[K+].[K+].[CH2:25](Br)[C:26]1[CH:31]=[CH:30][CH:29]=[CH:28][CH:27]=1. (8) Given the product [CH:19]1([CH:14]([C:13]2[S:12][C:11]3=[N:16][CH2:17][CH2:18][N:10]3[C:9]=2[C:4]2[CH:5]=[CH:6][C:7]([Cl:8])=[C:2]([Cl:1])[CH:3]=2)[OH:15])[CH2:21][CH2:20]1, predict the reactants needed to synthesize it. The reactants are: [Cl:1][C:2]1[CH:3]=[C:4]([C:9]2[N:10]3[CH2:18][CH2:17][N:16]=[C:11]3[S:12][C:13]=2[CH:14]=[O:15])[CH:5]=[CH:6][C:7]=1[Cl:8].[CH:19]1([Mg]Br)[CH2:21][CH2:20]1.